From a dataset of Full USPTO retrosynthesis dataset with 1.9M reactions from patents (1976-2016). Predict the reactants needed to synthesize the given product. (1) Given the product [OH:5][C:3]([CH3:6])([CH3:4])[C:2]([N:1]1[C:10]2[C:11](=[C:12]([C:18]#[N:19])[C:13]([C:14]#[N:15])=[CH:16][CH:17]=2)[CH:20]=[CH:21]1)([CH3:8])[CH3:7], predict the reactants needed to synthesize it. The reactants are: [NH2:1][C:2]([CH3:8])([CH3:7])[C:3]([CH3:6])([OH:5])[CH3:4].F[C:10]1[C:11]([C:20]#[C:21][Si](C)(C)C)=[C:12]([C:18]#[N:19])[C:13](=[CH:16][CH:17]=1)[C:14]#[N:15].CCN(C(C)C)C(C)C.[NH4+].[Cl-]. (2) Given the product [CH3:27][O:26][C:18]1[N:17]([C@H:15]2[CH2:16][C@H:13]([NH:12][C:8]3[CH2:7][NH:6][C:5]4[C:10](=[CH:11][CH:2]=[CH:3][CH:4]=4)[N:9]=3)[CH2:14]2)[C:21]2=[N:22][CH:23]=[CH:24][CH:25]=[C:20]2[N:19]=1, predict the reactants needed to synthesize it. The reactants are: Cl[C:2]1[CH:11]=[C:10]2[C:5]([N:6]=[CH:7][C:8]([NH:12][C@H:13]3[CH2:16][C@H:15]([N:17]4[C:21]5=[N:22][CH:23]=[CH:24][CH:25]=[C:20]5[N:19]=[C:18]4[O:26][CH3:27])[CH2:14]3)=[N:9]2)=[CH:4][CH:3]=1.